The task is: Predict the product of the given reaction.. This data is from Forward reaction prediction with 1.9M reactions from USPTO patents (1976-2016). (1) The product is: [CH2:3]([N:5]([C:9]1[CH:28]=[CH:27][C:12]2[N:13]([CH2:20][CH:21]3[CH2:22][CH2:23][O:24][CH2:25][CH2:26]3)[C:14]([C:16]([O:19][CH3:30])([CH3:18])[CH3:17])=[N:15][C:11]=2[CH:10]=1)[C:6](=[O:8])[CH3:7])[CH3:4]. Given the reactants [H-].[Na+].[CH2:3]([N:5]([C:9]1[CH:28]=[CH:27][C:12]2[N:13]([CH2:20][CH:21]3[CH2:26][CH2:25][O:24][CH2:23][CH2:22]3)[C:14]([C:16]([OH:19])([CH3:18])[CH3:17])=[N:15][C:11]=2[CH:10]=1)[C:6](=[O:8])[CH3:7])[CH3:4].I[CH2:30]C, predict the reaction product. (2) Given the reactants [CH:1]1([N:6]2[C:14]3[CH:13]=[CH:12][N:11]=[C:10]([O:15][CH3:16])[C:9]=3[C:8]([C:17]3[CH:18]=[C:19](C(N)=O)[S:20][CH:21]=3)=[N:7]2)[CH2:5][CH2:4][CH2:3][CH2:2]1.[H-].[Na+].IC.[Cl-].[NH4+].[CH3:31][N:32]([CH:34]=[O:35])[CH3:33], predict the reaction product. The product is: [CH:1]1([N:6]2[C:14]3[CH:13]=[CH:12][N:11]=[C:10]([O:15][CH3:16])[C:9]=3[C:8]([C:17]3[CH:18]=[C:19]([C:34]([N:32]([CH3:33])[CH3:31])=[O:35])[S:20][CH:21]=3)=[N:7]2)[CH2:2][CH2:3][CH2:4][CH2:5]1. (3) Given the reactants [Br:1][C:2]1[CH:3]=[C:4]([N:13]([CH:19]2[CH2:24][CH2:23][O:22][CH2:21][CH2:20]2)[CH2:14][C:15]([F:18])([F:17])[F:16])[C:5]([CH3:12])=[C:6]([CH:11]=1)[C:7]([O:9]C)=[O:8].[OH-].[Na+], predict the reaction product. The product is: [Br:1][C:2]1[CH:3]=[C:4]([N:13]([CH:19]2[CH2:24][CH2:23][O:22][CH2:21][CH2:20]2)[CH2:14][C:15]([F:16])([F:18])[F:17])[C:5]([CH3:12])=[C:6]([CH:11]=1)[C:7]([OH:9])=[O:8]. (4) Given the reactants Cl[C:2]1[CH:3]=[C:4]([CH:28]=[CH:29][N:30]=1)[C:5]([NH:7][C:8]1[CH:9]=[C:10]([C:15]2[CH:20]=[CH:19][C:18]([C:21]([NH:23][CH2:24][CH:25]3[CH2:27][CH2:26]3)=[O:22])=[CH:17][CH:16]=2)[C:11]([CH3:14])=[CH:12][CH:13]=1)=[O:6].[CH3:31][N:32]1[CH2:37][CH2:36][NH:35][CH2:34][CH2:33]1, predict the reaction product. The product is: [CH:25]1([CH2:24][NH:23][C:21]([C:18]2[CH:19]=[CH:20][C:15]([C:10]3[C:11]([CH3:14])=[CH:12][CH:13]=[C:8]([NH:7][C:5](=[O:6])[C:4]4[CH:28]=[CH:29][N:30]=[C:2]([N:35]5[CH2:36][CH2:37][N:32]([CH3:31])[CH2:33][CH2:34]5)[CH:3]=4)[CH:9]=3)=[CH:16][CH:17]=2)=[O:22])[CH2:27][CH2:26]1. (5) The product is: [OH:134][CH:3]([CH2:4][OH:39])[CH2:2][CH2:1][N:5]1[C:10](=[O:11])[CH:9]=[N:8][C:7]2[CH:12]=[CH:13][C:14]([O:16][CH3:17])=[N:15][C:6]1=2. Given the reactants [CH2:1]([N:5]1[C:10](=[O:11])[CH:9]=[N:8][C:7]2[CH:12]=[CH:13][C:14]([O:16][CH3:17])=[N:15][C:6]1=2)[CH2:2][CH:3]=[CH2:4].CC[C@H]1[C@H]2C[C@H]([C@H](OC3C4C(=CC=CC=4)C(O[C@H](C4C=CN=C5C=4C=C(OC)C=C5)[C@@H]4N5C[C@H](CC)[C@@H](CC5)C4)=NN=3)C3C=CN=C4C=3C=C([O:39]C)C=C4)N(CC2)C1.CC[C@@H]1[C@@H]2C[C@H]([C@@H](OC3C4C(=CC=CC=4)C(O[C@@H](C4C=CN=C5C=4C=C(OC)C=C5)[C@@H]4N5C[C@H](CC)[C@@H](CC5)C4)=NN=3)C3C=CN=C4C=3C=C(OC)C=C4)N(CC2)C1.[OH2:134], predict the reaction product. (6) The product is: [N+:22]([C:25]1[C:26]2[C:30]([CH:31]=[C:32]([C:34]([F:37])([F:36])[F:35])[CH:33]=1)=[N:29][N:28]1[C:6]([CH:8]3[CH2:9][CH2:10][N:11]([C:14]([O:16][C:17]([CH3:18])([CH3:19])[CH3:20])=[O:15])[CH2:12][CH2:13]3)=[CH:5][C:4](=[O:21])[NH:38][C:27]=21)([O-:24])=[O:23]. Given the reactants C(O[C:4](=[O:21])[CH2:5][C:6]([CH:8]1[CH2:13][CH2:12][N:11]([C:14]([O:16][C:17]([CH3:20])([CH3:19])[CH3:18])=[O:15])[CH2:10][CH2:9]1)=O)C.[N+:22]([C:25]1[CH:33]=[C:32]([C:34]([F:37])([F:36])[F:35])[CH:31]=[C:30]2[C:26]=1[C:27]([NH2:38])=[N:28][NH:29]2)([O-:24])=[O:23].P([O-])([O-])([O-])=O.[K+].[K+].[K+], predict the reaction product. (7) Given the reactants [CH2:1]([O:6][C:7]1[CH:16]=[CH:15][C:14]2[C:9](=[CH:10][CH:11]=[CH:12][CH:13]=2)[C:8]=1[CH:17]=[O:18])[CH2:2][CH:3](C)C.OC1C=CC2C(=CC=CC=2)C=1C=O.BrCCC, predict the reaction product. The product is: [CH2:1]([O:6][C:7]1[CH:16]=[CH:15][C:14]2[C:9](=[CH:10][CH:11]=[CH:12][CH:13]=2)[C:8]=1[CH:17]=[O:18])[CH2:2][CH3:3].